This data is from Catalyst prediction with 721,799 reactions and 888 catalyst types from USPTO. The task is: Predict which catalyst facilitates the given reaction. Reactant: [CH3:1][C:2]1([C:9]([O:11][CH3:12])=[O:10])[CH2:7][CH2:6][C:5](=[O:8])[CH2:4][CH2:3]1.[BH4-].[Na+]. Product: [OH:8][CH:5]1[CH2:4][CH2:3][C:2]([CH3:1])([C:9]([O:11][CH3:12])=[O:10])[CH2:7][CH2:6]1. The catalyst class is: 5.